Task: Predict which catalyst facilitates the given reaction.. Dataset: Catalyst prediction with 721,799 reactions and 888 catalyst types from USPTO (1) Reactant: [F:1][C:2]1[CH:7]=[CH:6][C:5]([C:8]([CH3:14])([CH3:13])[C:9](OC)=[O:10])=[CH:4][CH:3]=1.[H-].[Al+3].[Li+].[H-].[H-].[H-].[OH-].[Na+]. Product: [F:1][C:2]1[CH:3]=[CH:4][C:5]([C:8]([CH3:14])([CH3:13])[CH2:9][OH:10])=[CH:6][CH:7]=1. The catalyst class is: 20. (2) Reactant: Br[C:2]1[CH:10]=[C:9]2[C:5]([CH:6]=[CH:7][NH:8]2)=[CH:4][C:3]=1[F:11].[C:12]1(B(O)O)[CH:17]=[CH:16][CH:15]=[CH:14][CH:13]=1.C(=O)([O-])[O-].[Na+].[Na+].COCCOC. Product: [F:11][C:3]1[CH:4]=[C:5]2[C:9](=[CH:10][C:2]=1[C:12]1[CH:17]=[CH:16][CH:15]=[CH:14][CH:13]=1)[NH:8][CH:7]=[CH:6]2. The catalyst class is: 103. (3) Reactant: [C:1]([O:5][CH2:6][CH2:7][CH2:8][CH3:9])(=[O:4])[CH:2]=[CH2:3].[C:10]([OH:14])(=[O:13])[CH:11]=[CH2:12].CC(N=NC(C#N)(C)C)(C#N)C. Product: [C:1]([O:5][CH2:6][CH2:7][CH2:8][CH3:9])(=[O:4])[CH:2]=[CH2:3].[C:10]([OH:14])(=[O:13])[CH:11]=[CH2:12]. The catalyst class is: 13. (4) Reactant: [OH:1][CH2:2][CH2:3][NH:4][C:5]([NH:7][CH:8]1[CH2:17][CH2:16][C:15]2[C:10](=[CH:11][CH:12]=[CH:13][CH:14]=2)[CH2:9]1)=[S:6].C(N(CC)CC)C.Cl[C:26]([C:28]([O:31][C:32](=[O:34])[CH3:33])([CH3:30])[CH3:29])=[O:27]. Product: [CH2:9]1[C:10]2[C:15](=[CH:14][CH:13]=[CH:12][CH:11]=2)[CH2:16][CH2:17][CH:8]1[NH:7][C:5](=[S:6])[NH:4][CH2:3][CH2:2][O:1][C:26](=[O:27])[C:28]([O:31][C:32](=[O:34])[CH3:33])([CH3:30])[CH3:29]. The catalyst class is: 7. (5) Reactant: [C:1]([C:3]1[CH:8]=[CH:7][C:6]([N:9]2[C:13](=[O:14])[C:12]([CH3:16])([CH3:15])[N:11]([C:17]3[CH:35]=[CH:34][C:20]([O:21][CH2:22][C:23]4([NH:26]C(=O)OC(C)(C)C)[CH2:25][CH2:24]4)=[CH:19][CH:18]=3)[C:10]2=[S:36])=[CH:5][C:4]=1[C:37]([F:40])([F:39])[F:38])#[N:2]. Product: [NH2:26][C:23]1([CH2:22][O:21][C:20]2[CH:34]=[CH:35][C:17]([N:11]3[C:12]([CH3:16])([CH3:15])[C:13](=[O:14])[N:9]([C:6]4[CH:7]=[CH:8][C:3]([C:1]#[N:2])=[C:4]([C:37]([F:40])([F:39])[F:38])[CH:5]=4)[C:10]3=[S:36])=[CH:18][CH:19]=2)[CH2:24][CH2:25]1. The catalyst class is: 209.